Regression. Given two drug SMILES strings and cell line genomic features, predict the synergy score measuring deviation from expected non-interaction effect. From a dataset of NCI-60 drug combinations with 297,098 pairs across 59 cell lines. (1) Drug 1: C1=NC2=C(N=C(N=C2N1C3C(C(C(O3)CO)O)F)Cl)N. Drug 2: CC1C(C(CC(O1)OC2CC(CC3=C2C(=C4C(=C3O)C(=O)C5=C(C4=O)C(=CC=C5)OC)O)(C(=O)CO)O)N)O.Cl. Cell line: SK-MEL-5. Synergy scores: CSS=47.5, Synergy_ZIP=-3.67, Synergy_Bliss=-0.492, Synergy_Loewe=-6.09, Synergy_HSA=0.317. (2) Drug 1: C1=CC=C(C=C1)NC(=O)CCCCCCC(=O)NO. Drug 2: CN1C=C(C=N1)C2=C3N=C(C(=C(N3N=C2)N)Br)C4CCCNC4. Cell line: SK-OV-3. Synergy scores: CSS=86.4, Synergy_ZIP=13.6, Synergy_Bliss=13.1, Synergy_Loewe=9.63, Synergy_HSA=15.3.